This data is from Forward reaction prediction with 1.9M reactions from USPTO patents (1976-2016). The task is: Predict the product of the given reaction. (1) The product is: [F:32][C:2]([F:1])([F:31])[C:3]([CH3:29])([CH3:30])[CH2:4][N:5]1[CH2:10][CH2:9][CH:8]([CH2:11][NH:12][C:13]2[CH:18]=[CH:17][C:16]([C:19]3[CH:20]=[CH:21][C:22]([C:25]([OH:27])=[O:26])=[CH:23][CH:24]=3)=[CH:15][CH:14]=2)[CH2:7][CH2:6]1. Given the reactants [F:1][C:2]([F:32])([F:31])[C:3]([CH3:30])([CH3:29])[CH2:4][N:5]1[CH2:10][CH2:9][CH:8]([CH2:11][NH:12][C:13]2[CH:18]=[CH:17][C:16]([C:19]3[CH:24]=[CH:23][C:22]([C:25]([O:27]C)=[O:26])=[CH:21][CH:20]=3)=[CH:15][CH:14]=2)[CH2:7][CH2:6]1.O[Li].O, predict the reaction product. (2) Given the reactants Cl[C:2]1[C:3]([NH2:9])=[N:4][CH:5]=[N:6][C:7]=1Cl.[NH2:10][CH2:11][C:12]1([NH:17][C:18](=[O:24])OC(C)(C)C)[CH2:16][CH2:15][CH2:14][CH2:13]1.[O:25]([C:32]1[CH:37]=[CH:36][C:35](B(O)O)=[CH:34][CH:33]=1)[C:26]1[CH:31]=[CH:30][CH:29]=[CH:28][CH:27]=1.[C:41](Cl)(=O)[CH:42]=C, predict the reaction product. The product is: [NH2:9][C:3]1[N:4]=[CH:5][N:6]=[C:7]([NH:10][CH2:11][C:12]2([NH:17][C:18](=[O:24])[CH:41]=[CH2:42])[CH2:13][CH2:14][CH2:15][CH2:16]2)[C:2]=1[C:29]1[CH:30]=[CH:31][C:26]([O:25][C:32]2[CH:37]=[CH:36][CH:35]=[CH:34][CH:33]=2)=[CH:27][CH:28]=1.